Dataset: Reaction yield outcomes from USPTO patents with 853,638 reactions. Task: Predict the reaction yield, written as a fraction of the theoretical maximum amount of product (1.0 means a 100% yield; for example, 0.34 means a 34% yield). (1) The yield is 0.740. The product is [C:1]([O:5][C:6]([N:8]1[CH2:11][CH:10]([O:12][C:13]2[CH:18]=[C:17]([Br:19])[CH:16]=[CH:15][C:14]=2[OH:30])[CH2:9]1)=[O:7])([CH3:4])([CH3:3])[CH3:2]. The reactants are [C:1]([O:5][C:6]([N:8]1[CH2:11][CH:10]([O:12][C:13]2[CH:18]=[C:17]([Br:19])[CH:16]=[CH:15][C:14]=2C=O)[CH2:9]1)=[O:7])([CH3:4])([CH3:3])[CH3:2].C1C=C(Cl)C=C(C(OO)=[O:30])C=1. The catalyst is C(Cl)Cl. (2) The reactants are [CH3:1][NH:2][CH2:3][C:4]1[N:5]([CH3:13])[C:6]2[C:11]([CH:12]=1)=[CH:10][CH:9]=[CH:8][CH:7]=2.CNCC1C=CC2C(=CC=CC=2)C=1CCC.[NH2:30][C:31]1[N:36]=[CH:35][C:34](/[CH:37]=[CH:38]/[C:39]([OH:41])=O)=[CH:33][C:32]=1[CH2:42][CH2:43][C:44]([OH:46])=O.Cl.[CH3:48][N:49]1[CH2:55][C:54]2[CH:56]=[C:57](/[CH:60]=[CH:61]/[C:62](O)=O)C=N[C:53]=2[NH:52][C:51](=O)[CH2:50]1. No catalyst specified. The product is [NH2:30][C:31]1[N:36]=[CH:35][C:34](/[CH:37]=[CH:38]/[C:39]([N:2]([CH3:1])[CH2:3][C:4]2[N:5]([CH3:13])[C:6]3[C:11]([CH:12]=2)=[CH:10][CH:9]=[CH:8][CH:7]=3)=[O:41])=[CH:33][C:32]=1[CH2:42][CH2:43][C:44](=[O:46])[N:52]([CH3:53])[CH2:51][C:50]1[N:49]([CH3:48])[C:55]2[C:61]([CH:62]=1)=[CH:60][CH:57]=[CH:56][CH:54]=2. The yield is 0.280. (3) The reactants are [C:1]([NH2:5])([CH3:4])([CH3:3])[CH3:2].C(N(CC)CC)C.[F:13][C:14]1[CH:19]=[CH:18][C:17]([S:20](Cl)(=[O:22])=[O:21])=[CH:16][CH:15]=1. The catalyst is C(Cl)Cl. The product is [C:1]([NH:5][S:20]([C:17]1[CH:18]=[CH:19][C:14]([F:13])=[CH:15][CH:16]=1)(=[O:22])=[O:21])([CH3:4])([CH3:3])[CH3:2]. The yield is 0.800. (4) The reactants are Cl[CH2:2][C:3]1[N:8]=[C:7]([C:9]([NH:11][C:12]2[CH:17]=[CH:16][C:15]([N:18]3[CH2:23][CH2:22][CH2:21][CH2:20][CH2:19]3)=[CH:14][C:13]=2[C:24]2[CH:29]=[C:28]([C:30](=[O:43])[NH:31][CH2:32][C:33]3[CH:38]=[CH:37][CH:36]=[C:35]([C:39]([F:42])([F:41])[F:40])[CH:34]=3)[CH:27]=[CH:26][N:25]=2)=[O:10])[CH:6]=[CH:5][CH:4]=1.[N:44]1([C:50](=[O:52])[CH3:51])[CH2:49][CH2:48][NH:47][CH2:46][CH2:45]1.C(=O)([O-])[O-].[K+].[K+].[I-].[K+]. The catalyst is CN(C)C=O. The product is [C:50]([N:44]1[CH2:49][CH2:48][N:47]([CH2:2][C:3]2[N:8]=[C:7]([C:9]([NH:11][C:12]3[CH:17]=[CH:16][C:15]([N:18]4[CH2:23][CH2:22][CH2:21][CH2:20][CH2:19]4)=[CH:14][C:13]=3[C:24]3[CH:29]=[C:28]([C:30](=[O:43])[NH:31][CH2:32][C:33]4[CH:38]=[CH:37][CH:36]=[C:35]([C:39]([F:42])([F:41])[F:40])[CH:34]=4)[CH:27]=[CH:26][N:25]=3)=[O:10])[CH:6]=[CH:5][CH:4]=2)[CH2:46][CH2:45]1)(=[O:52])[CH3:51]. The yield is 0.560.